This data is from Forward reaction prediction with 1.9M reactions from USPTO patents (1976-2016). The task is: Predict the product of the given reaction. (1) Given the reactants [C@H:1]1([NH:10][C:11]2[CH:20]=[CH:19][C:18]3[C:13](=[CH:14][CH:15]=[C:16]([N+:21]([O-])=O)[CH:17]=3)[N:12]=2)[C:9]2[C:4](=[CH:5][CH:6]=[CH:7][CH:8]=2)[CH2:3][CH2:2]1, predict the reaction product. The product is: [C@H:1]1([NH:10][C:11]2[CH:20]=[CH:19][C:18]3[C:13](=[CH:14][CH:15]=[C:16]([NH2:21])[CH:17]=3)[N:12]=2)[C:9]2[C:4](=[CH:5][CH:6]=[CH:7][CH:8]=2)[CH2:3][CH2:2]1. (2) Given the reactants [CH3:1][CH:2]([CH3:21])[CH2:3][CH2:4][NH:5][C:6]([C:8]1[S:12][C:11]([N:13]2[CH2:20][C:19]3[CH2:18][NH:17][CH2:16][C:15]=3[CH2:14]2)=[N:10][CH:9]=1)=[O:7].FC(F)(F)C([O-])=O.C(N(CC)CC)C.[F:36][C:37]([F:48])([F:47])[C:38]1[CH:46]=[CH:45][CH:44]=[CH:43][C:39]=1[C:40](Cl)=[O:41], predict the reaction product. The product is: [CH3:1][CH:2]([CH3:21])[CH2:3][CH2:4][NH:5][C:6]([C:8]1[S:12][C:11]([N:13]2[CH2:14][C:15]3[CH2:16][N:17]([C:40](=[O:41])[C:39]4[CH:43]=[CH:44][CH:45]=[CH:46][C:38]=4[C:37]([F:36])([F:47])[F:48])[CH2:18][C:19]=3[CH2:20]2)=[N:10][CH:9]=1)=[O:7]. (3) Given the reactants [F:1][C:2]1[C:7]([O:8][CH3:9])=[CH:6][C:5]([O:10][CH3:11])=[C:4]([F:12])[C:3]=1[N:13]1[CH2:18][C:17]2[CH:19]=[N:20][C:21]3[N:25]([S:26]([C:29]4[CH:34]=[CH:33][CH:32]=[CH:31][CH:30]=4)(=[O:28])=[O:27])[C:24]([CH2:35][N:36]4[CH2:41][CH2:40][O:39][CH2:38][CH2:37]4)=[CH:23][C:22]=3[C:16]=2[NH:15][C:14]1=[O:42].[CH3:43][O:44][C:45]1[CH:50]=[C:49]([CH2:51]O)[CH:48]=[CH:47][N:46]=1.O1CCCC1.C1(P(C2C=CC=CC=2)C2C=CC=CC=2)C=CC=CC=1.N(C(OCC)=O)=NC(OCC)=O, predict the reaction product. The product is: [F:1][C:2]1[C:7]([O:8][CH3:9])=[CH:6][C:5]([O:10][CH3:11])=[C:4]([F:12])[C:3]=1[N:13]1[CH2:18][C:17]2[CH:19]=[N:20][C:21]3[N:25]([S:26]([C:29]4[CH:30]=[CH:31][CH:32]=[CH:33][CH:34]=4)(=[O:28])=[O:27])[C:24]([CH2:35][N:36]4[CH2:37][CH2:38][O:39][CH2:40][CH2:41]4)=[CH:23][C:22]=3[C:16]=2[N:15]([CH2:51][C:49]2[CH:48]=[CH:47][N:46]=[C:45]([O:44][CH3:43])[CH:50]=2)[C:14]1=[O:42]. (4) Given the reactants [C:1]([O:7][CH2:8][N:9]1[CH:13]=[CH:12][C:11](I)=[N:10]1)(=[O:6])[C:2]([CH3:5])([CH3:4])[CH3:3].[OH:15][C@@:16]([C@H:25]1[O:30][CH2:29][CH2:28][NH:27][C:26]1=[O:31])([CH3:24])[C:17]([O:19][C:20]([CH3:23])([CH3:22])[CH3:21])=[O:18].BrC1C=CC(=O)N(C(F)F)C=1.NC1C=CNN=1, predict the reaction product. The product is: [C:1]([O:7][CH2:8][N:9]1[CH:13]=[CH:12][C:11]([N:27]2[CH2:28][CH2:29][O:30][C@H:25]([C@:16]([OH:15])([CH3:24])[C:17]([O:19][C:20]([CH3:21])([CH3:22])[CH3:23])=[O:18])[C:26]2=[O:31])=[N:10]1)(=[O:6])[C:2]([CH3:5])([CH3:4])[CH3:3]. (5) Given the reactants [Br:1][C:2]1[C:10]2[O:9][CH:8]=[CH:7][C:6]=2[CH:5]=[CH:4][CH:3]=1.[Li+].[CH3:12]C([N-]C(C)C)C.C1COCC1.CCCCCCC.CI.Cl, predict the reaction product. The product is: [Br:1][C:2]1[C:10]2[O:9][C:8]([CH3:12])=[CH:7][C:6]=2[CH:5]=[CH:4][CH:3]=1. (6) Given the reactants [CH3:1][O-:2].[Na+].[F:4][C:5]1[C:10](F)=[C:9]([CH:12]=[O:13])[CH:8]=[CH:7][C:6]=1[C:14]1[CH:19]=[CH:18][C:17]([F:20])=[CH:16][C:15]=1[F:21], predict the reaction product. The product is: [F:4][C:5]1[C:10]([O:2][CH3:1])=[C:9]([CH:12]=[O:13])[CH:8]=[CH:7][C:6]=1[C:14]1[CH:19]=[CH:18][C:17]([F:20])=[CH:16][C:15]=1[F:21].